Dataset: Full USPTO retrosynthesis dataset with 1.9M reactions from patents (1976-2016). Task: Predict the reactants needed to synthesize the given product. The reactants are: [Br:1][C:2]1[CH:3]=[N:4][C:5](Cl)=[N:6][CH:7]=1.[C-]#N.[Na+].[N:12]12CCN(CC1)C[CH2:13]2. Given the product [Br:1][C:2]1[CH:3]=[N:4][C:5]([C:13]#[N:12])=[N:6][CH:7]=1, predict the reactants needed to synthesize it.